Dataset: Forward reaction prediction with 1.9M reactions from USPTO patents (1976-2016). Task: Predict the product of the given reaction. (1) The product is: [NH:1]1[C:5]2=[N:6][CH:7]=[CH:8][CH:9]=[C:4]2[CH2:3][CH2:2]1. Given the reactants [NH:1]1[C:5]2=[N:6][CH:7]=[CH:8][CH:9]=[C:4]2[CH:3]=[CH:2]1, predict the reaction product. (2) The product is: [CH2:37]([N:3]([CH2:1][CH3:2])[CH2:4][CH2:5][CH2:6][NH:7][C:8]1[N:9]=[C:10]([C:27]2[CH:28]=[C:29]([CH:33]=[CH:34][C:35]=2[CH3:36])[C:30]([NH:67][CH2:63][CH:64]([CH3:66])[CH3:65])=[O:32])[C:11]2[CH:17]=[CH:16][C:15](=[O:18])[N:14]([C:19]3[C:20]([F:26])=[CH:21][CH:22]=[CH:23][C:24]=3[F:25])[C:12]=2[N:13]=1)[CH3:38]. Given the reactants [CH2:1]([N:3]([CH2:37][CH3:38])[CH2:4][CH2:5][CH2:6][NH:7][C:8]1[N:9]=[C:10]([C:27]2[CH:28]=[C:29]([CH:33]=[CH:34][C:35]=2[CH3:36])[C:30]([OH:32])=O)[C:11]2[CH:17]=[CH:16][C:15](=[O:18])[N:14]([C:19]3[C:24]([F:25])=[CH:23][CH:22]=[CH:21][C:20]=3[F:26])[C:12]=2[N:13]=1)[CH3:2].CN(C(ON1N=NC2C=CC=CC1=2)=[N+](C)C)C.F[P-](F)(F)(F)(F)F.[CH2:63]([NH2:67])[CH:64]([CH3:66])[CH3:65], predict the reaction product. (3) Given the reactants [Cl:1][C:2]1[CH:3]=[C:4]([C:8]2[CH:9]=[N:10][C:11](Cl)=[C:12]([C:14]([O:16][CH3:17])=[O:15])[CH:13]=2)[CH:5]=[N:6][CH:7]=1.C([Sn](CCCC)(CCCC)[C:24]1[CH:29]=[CH:28][CH:27]=[CH:26][N:25]=1)CCC.[F-].[Cs+], predict the reaction product. The product is: [Cl:1][C:2]1[CH:3]=[C:4]([C:8]2[CH:13]=[C:12]([C:14]([O:16][CH3:17])=[O:15])[C:11]([C:24]3[CH:29]=[CH:28][CH:27]=[CH:26][N:25]=3)=[N:10][CH:9]=2)[CH:5]=[N:6][CH:7]=1. (4) Given the reactants [CH:1]1([C:7]2[O:11][CH:10]=[N:9][C:8]=2[C:12]([O:14]C)=[O:13])[CH2:6][CH2:5][CH2:4][CH2:3][CH2:2]1.[OH-].[Na+].Cl, predict the reaction product. The product is: [CH:1]1([C:7]2[O:11][CH:10]=[N:9][C:8]=2[C:12]([OH:14])=[O:13])[CH2:2][CH2:3][CH2:4][CH2:5][CH2:6]1. (5) Given the reactants Br[C:2]1[CH:7]=[CH:6][CH:5]=[CH:4][N:3]=1.[Li]CCCC.[C:13]([C:21]1[CH:26]=[CH:25][CH:24]=[CH:23][CH:22]=1)(=[O:20])[C:14]1[CH:19]=[CH:18][CH:17]=[CH:16][CH:15]=1, predict the reaction product. The product is: [C:21]1([C:13]([C:14]2[CH:15]=[CH:16][CH:17]=[CH:18][CH:19]=2)([C:2]2[CH:7]=[CH:6][CH:5]=[CH:4][N:3]=2)[OH:20])[CH:22]=[CH:23][CH:24]=[CH:25][CH:26]=1. (6) Given the reactants Cl[CH2:2][CH2:3][O:4][C:5]1[CH:10]=[CH:9][CH:8]=[CH:7][C:6]=1[C:11]1([NH:14][C:15]2[C:16](=[O:34])[N:17]([C:21]3[CH:22]=[C:23]([CH:30]=[CH:31][C:32]=3[CH3:33])[C:24]([NH:26][CH:27]3[CH2:29][CH2:28]3)=[O:25])[CH:18]=[CH:19][N:20]=2)[CH2:13][CH2:12]1.[CH2:35]([NH2:37])[CH3:36], predict the reaction product. The product is: [CH:27]1([NH:26][C:24](=[O:25])[C:23]2[CH:30]=[CH:31][C:32]([CH3:33])=[C:21]([N:17]3[CH:18]=[CH:19][N:20]=[C:15]([NH:14][C:11]4([C:6]5[CH:7]=[CH:8][CH:9]=[CH:10][C:5]=5[O:4][CH2:3][CH2:2][NH:37][CH2:35][CH3:36])[CH2:13][CH2:12]4)[C:16]3=[O:34])[CH:22]=2)[CH2:29][CH2:28]1.